Dataset: Forward reaction prediction with 1.9M reactions from USPTO patents (1976-2016). Task: Predict the product of the given reaction. (1) Given the reactants [CH2:1]([S:3]([N:6]1[CH2:11][CH2:10][CH:9]([C:12]2[C:20]3[C:15](=[C:16]([C:29]([NH2:31])=[O:30])[CH:17]=[C:18]([C:21]4[CH:26]=[CH:25][CH:24]=[C:23]([CH:27]=O)[CH:22]=4)[CH:19]=3)[NH:14][CH:13]=2)[CH2:8][CH2:7]1)(=[O:5])=[O:4])[CH3:2].[NH2:32][C@H:33]([CH:36]([CH3:38])[CH3:37])[CH2:34][OH:35].[BH-](OC(C)=O)(OC(C)=O)OC(C)=O.[Na+], predict the reaction product. The product is: [CH2:1]([S:3]([N:6]1[CH2:7][CH2:8][CH:9]([C:12]2[C:20]3[C:15](=[C:16]([C:29]([NH2:31])=[O:30])[CH:17]=[C:18]([C:21]4[CH:26]=[CH:25][CH:24]=[C:23]([CH2:27][NH:32][C@@H:33]([CH2:34][OH:35])[CH:36]([CH3:38])[CH3:37])[CH:22]=4)[CH:19]=3)[NH:14][CH:13]=2)[CH2:10][CH2:11]1)(=[O:5])=[O:4])[CH3:2]. (2) Given the reactants [CH3:1][CH:2]([CH2:9][CH:10]([CH3:18])[CH2:11][CH2:12][CH2:13][CH2:14][CH2:15][CH2:16][CH3:17])[CH2:3][C:4]([O:6]CC)=[O:5].CO.[OH-].[Na+], predict the reaction product. The product is: [CH3:1][CH:2]([CH2:9][CH:10]([CH3:18])[CH2:11][CH2:12][CH2:13][CH2:14][CH2:15][CH2:16][CH3:17])[CH2:3][C:4]([OH:6])=[O:5]. (3) Given the reactants [CH3:1][C:2]1[N:6]([C:7]2[CH:12]=[CH:11][CH:10]=[CH:9][CH:8]=2)[N:5]=[C:4]([CH2:13][NH2:14])[CH:3]=1.[Cl:15][CH2:16][C:17](Cl)=[O:18].CCCCCC.C([O-])(O)=O.[Na+], predict the reaction product. The product is: [Cl:15][CH2:16][C:17]([NH:14][CH2:13][C:4]1[CH:3]=[C:2]([CH3:1])[N:6]([C:7]2[CH:12]=[CH:11][CH:10]=[CH:9][CH:8]=2)[N:5]=1)=[O:18]. (4) Given the reactants O[C:2]1[CH:7]=[CH:6][C:5]([C:8]2[CH:9]=[C:10]3[N:15]([CH:16]=2)[CH:14]=[CH:13][CH:12]=[CH:11]3)=[CH:4][CH:3]=1.[Cl-].[CH3:18][O-:19].[Na+], predict the reaction product. The product is: [N:15]1([CH2:16][CH2:8][CH2:18][O:19][C:2]2[CH:7]=[CH:6][C:5]([C:8]3[CH:9]=[C:10]4[N:15]([CH:16]=3)[CH:14]=[CH:13][CH:12]=[CH:11]4)=[CH:4][CH:3]=2)[CH2:10][CH2:11][CH2:12][CH2:13][CH2:14]1. (5) Given the reactants [CH3:1][S:2]([C:5]1[CH:6]=[C:7]([CH3:11])[CH:8]=[CH:9][CH:10]=1)(=[O:4])=[O:3].[Br:12]N1C(=O)CCC1=O, predict the reaction product. The product is: [CH3:1][S:2]([C:5]1[CH:10]=[CH:9][CH:8]=[C:7]([CH2:11][Br:12])[CH:6]=1)(=[O:3])=[O:4]. (6) Given the reactants [Si:1]([O:8][CH2:9][CH2:10][NH:11][C:12]1[N:17]=[C:16]([O:18][CH3:19])[C:15]([N+:20]([O-])=O)=[C:14]([O:23][CH3:24])[N:13]=1)([C:4]([CH3:7])([CH3:6])[CH3:5])([CH3:3])[CH3:2], predict the reaction product. The product is: [Si:1]([O:8][CH2:9][CH2:10][NH:11][C:12]1[N:13]=[C:14]([O:23][CH3:24])[C:15]([NH2:20])=[C:16]([O:18][CH3:19])[N:17]=1)([C:4]([CH3:7])([CH3:6])[CH3:5])([CH3:3])[CH3:2]. (7) Given the reactants CCOC(/N=N/C(OCC)=O)=O.[Cl:13][C:14]1[C:23]2[C:18](=[CH:19][C:20]([OH:26])=[C:21]([O:24][CH3:25])[CH:22]=2)[N:17]=[N:16][CH:15]=1.[C:27]([O:31][C:32]([N:34]1[CH2:39][CH2:38][CH:37]([CH2:40]O)[CH2:36][CH2:35]1)=[O:33])([CH3:30])([CH3:29])[CH3:28].C1(P(C2C=CC=CC=2)C2C=CC=CC=2)C=CC=CC=1, predict the reaction product. The product is: [C:27]([O:31][C:32]([N:34]1[CH2:39][CH2:38][CH:37]([CH2:40][O:26][C:20]2[CH:19]=[C:18]3[C:23]([C:14]([Cl:13])=[CH:15][N:16]=[N:17]3)=[CH:22][C:21]=2[O:24][CH3:25])[CH2:36][CH2:35]1)=[O:33])([CH3:30])([CH3:28])[CH3:29].